Predict which catalyst facilitates the given reaction. From a dataset of Catalyst prediction with 721,799 reactions and 888 catalyst types from USPTO. (1) Reactant: [CH3:1][S:2](Cl)(=[O:4])=[O:3].[Cl:6][C:7]1[CH:12]=[CH:11][C:10]([C:13]2[CH:14]=[CH:15][C:16]([C:19]#[C:20][C:21]3[CH:30]=[CH:29][C:24]([O:25][CH2:26][CH2:27][OH:28])=[CH:23][CH:22]=3)=[N:17][CH:18]=2)=[CH:9][CH:8]=1.C(N(CC)CC)C.N1C=CC=CC=1. Product: [CH3:1][S:2]([O:28][CH2:27][CH2:26][O:25][C:24]1[CH:23]=[CH:22][C:21]([C:20]#[C:19][C:16]2[CH:15]=[CH:14][C:13]([C:10]3[CH:9]=[CH:8][C:7]([Cl:6])=[CH:12][CH:11]=3)=[CH:18][N:17]=2)=[CH:30][CH:29]=1)(=[O:4])=[O:3]. The catalyst class is: 20. (2) The catalyst class is: 874. Reactant: Br[C:2]1[CH:3]=[CH:4][C:5]([NH2:8])=[N:6][CH:7]=1.[CH:9]1(B(O)O)[CH2:11][CH2:10]1.[O-]P([O-])([O-])=O.[K+].[K+].[K+]. Product: [CH:9]1([C:2]2[CH:3]=[CH:4][C:5]([NH2:8])=[N:6][CH:7]=2)[CH2:11][CH2:10]1. (3) Reactant: [Br:1][C:2]1[CH:3]=[CH:4][C:5]([CH:10]=O)=[N:6][C:7]=1[O:8][CH3:9].[NH2:12][CH3:13].[BH4-].[Na+]. Product: [Br:1][C:2]1[CH:3]=[CH:4][C:5]([CH2:10][NH:12][CH3:13])=[N:6][C:7]=1[O:8][CH3:9]. The catalyst class is: 1. (4) Reactant: [CH2:1]([N:5]1[C:9]2[N:10]=[C:11](Cl)[NH:12][C:13](=[O:14])[C:8]=2[CH:7]=[CH:6]1)[CH2:2][CH:3]=[CH2:4].C(=O)([O-])[O-].[Na+].[Na+].[F:22][C:23]([F:34])([F:33])[C:24]1[CH:29]=[CH:28][C:27](B(O)O)=[CH:26][CH:25]=1. Product: [CH2:1]([N:5]1[C:9]2[N:10]=[C:11]([C:27]3[CH:28]=[CH:29][C:24]([C:23]([F:34])([F:33])[F:22])=[CH:25][CH:26]=3)[NH:12][C:13](=[O:14])[C:8]=2[CH:7]=[CH:6]1)[CH2:2][CH:3]=[CH2:4]. The catalyst class is: 461. (5) Reactant: [CH2:1]([Si:3]([CH2:35][CH3:36])([CH2:33][CH3:34])[O:4][CH:5]([C:23]1[CH:24]=[C:25]2[C:30](=[CH:31][CH:32]=1)[N:29]=[CH:28][CH:27]=[CH:26]2)[CH2:6][C:7](N1[C@@H]2CC3C(C)(C)C2(CC3)CS1(=O)=O)=[O:8])[CH3:2].[H-].C([Al+]CC(C)C)C(C)C. Product: [CH2:35]([Si:3]([CH2:1][CH3:2])([CH2:33][CH3:34])[O:4][C@H:5]([C:23]1[CH:24]=[C:25]2[C:30](=[CH:31][CH:32]=1)[N:29]=[CH:28][CH:27]=[CH:26]2)[CH2:6][CH:7]=[O:8])[CH3:36]. The catalyst class is: 635. (6) Reactant: [NH2:1][C:2]1[C:3]([C:20]([NH:22][C:23]2[C:28]([N:29]3[CH2:34][CH2:33][C:32]([NH:36]C(=O)OC(C)(C)C)([CH3:35])[CH2:31][CH2:30]3)=[CH:27][CH:26]=[CH:25][N:24]=2)=[O:21])=[N:4][C:5]([C:8]2[C:13]([C:14]([F:17])([F:16])[F:15])=[C:12]([O:18][CH3:19])[CH:11]=[CH:10][N:9]=2)=[CH:6][N:7]=1.FC(F)(F)C(O)=O. Product: [NH2:1][C:2]1[C:3]([C:20]([NH:22][C:23]2[C:28]([N:29]3[CH2:34][CH2:33][C:32]([NH2:36])([CH3:35])[CH2:31][CH2:30]3)=[CH:27][CH:26]=[CH:25][N:24]=2)=[O:21])=[N:4][C:5]([C:8]2[C:13]([C:14]([F:15])([F:17])[F:16])=[C:12]([O:18][CH3:19])[CH:11]=[CH:10][N:9]=2)=[CH:6][N:7]=1. The catalyst class is: 4.